This data is from Catalyst prediction with 721,799 reactions and 888 catalyst types from USPTO. The task is: Predict which catalyst facilitates the given reaction. (1) Reactant: [Cl:1][C:2]1[N:3]=[C:4]([N:12]2[CH2:16][CH2:15][C@H:14]([NH:17]C(=O)OC(C)(C)C)[CH2:13]2)[C:5]2[N:11]=[CH:10][CH:9]=[CH:8][C:6]=2[N:7]=1.[NH2:25][C:26]1[CH:27]=[C:28]([CH:31]=[C:32]([NH2:34])[CH:33]=1)[C:29]#[N:30].C(=O)([O-])[O-].[Cs+].[Cs+]. Product: [ClH:1].[ClH:1].[NH2:25][C:26]1[CH:27]=[C:28]([CH:31]=[C:32]([NH:34][C:2]2[N:3]=[C:4]([N:12]3[CH2:16][CH2:15][C@H:14]([NH2:17])[CH2:13]3)[C:5]3[N:11]=[CH:10][CH:9]=[CH:8][C:6]=3[N:7]=2)[CH:33]=1)[C:29]#[N:30]. The catalyst class is: 584. (2) Reactant: [NH2:1][C:2]1[C:3]([NH:12]C(OC(C)(C)C)=O)=[C:4]([CH:9]=[CH:10][CH:11]=1)[C:5]([O:7][CH3:8])=[O:6]. Product: [NH2:12][C:3]1[C:2]([NH2:1])=[CH:11][CH:10]=[CH:9][C:4]=1[C:5]([O:7][CH3:8])=[O:6]. The catalyst class is: 55. (3) Reactant: [F:1][C:2]1[CH:7]=[CH:6][C:5]([N:8]=[C:9]=[O:10])=[CH:4][C:3]=1[N+:11]([O-:13])=[O:12].[O:14]([C:21]1[CH:27]=[CH:26][C:24]([NH2:25])=[CH:23][CH:22]=1)[C:15]1[CH:20]=[CH:19][CH:18]=[CH:17][CH:16]=1.ClCCl.C(=O)([O-])[O-].[Na+].[Na+]. Product: [F:1][C:2]1[CH:7]=[CH:6][C:5]([NH:8][C:9]([NH:25][C:24]2[CH:23]=[CH:22][C:21]([O:14][C:15]3[CH:20]=[CH:19][CH:18]=[CH:17][CH:16]=3)=[CH:27][CH:26]=2)=[O:10])=[CH:4][C:3]=1[N+:11]([O-:13])=[O:12]. The catalyst class is: 9. (4) Reactant: F[P-](F)(F)(F)(F)F.N1(OC(N(C)C)=[N+](C)C)C2N=CC=CC=2N=N1.[O:25]1[CH2:30][CH2:29][CH2:28][CH2:27][CH:26]1[O:31][CH2:32][CH2:33][C:34]([OH:36])=O.C(N(C(C)C)C(C)C)C.[C:46]([C:50]1[O:54][C:53]([C:55]2[C:56]([NH2:73])=[N:57][CH:58]=[C:59]([C:61]3[N:65]([CH3:66])[N:64]=[C:63]([CH:67]4[CH2:72][CH2:71][NH:70][CH2:69][CH2:68]4)[N:62]=3)[N:60]=2)=[N:52][N:51]=1)([CH3:49])([CH3:48])[CH3:47]. Product: [NH2:73][C:56]1[N:57]=[CH:58][C:59]([C:61]2[N:65]([CH3:66])[N:64]=[C:63]([CH:67]3[CH2:72][CH2:71][N:70]([C:34](=[O:36])[CH2:33][CH2:32][O:31][CH:26]4[CH2:27][CH2:28][CH2:29][CH2:30][O:25]4)[CH2:69][CH2:68]3)[N:62]=2)=[N:60][C:55]=1[C:53]1[O:54][C:50]([C:46]([CH3:49])([CH3:47])[CH3:48])=[N:51][N:52]=1. The catalyst class is: 10.